The task is: Predict which catalyst facilitates the given reaction.. This data is from Catalyst prediction with 721,799 reactions and 888 catalyst types from USPTO. (1) Reactant: C(NC(C)C)(C)C.C([Li])CCC.[CH3:13][O:14][C:15](=[O:26])[CH2:16][C:17]1[CH:22]=[CH:21][C:20]([S:23][CH3:24])=[C:19]([Br:25])[CH:18]=1.I[CH2:28][CH:29]1[CH2:33][CH2:32][CH2:31][CH2:30]1. Product: [CH3:13][O:14][C:15](=[O:26])[CH:16]([C:17]1[CH:22]=[CH:21][C:20]([S:23][CH3:24])=[C:19]([Br:25])[CH:18]=1)[CH2:28][CH:29]1[CH2:33][CH2:32][CH2:31][CH2:30]1. The catalyst class is: 544. (2) Reactant: [F-:1].[K+].[N+]([C:6]1[CH:19]=[C:18]([N+:20]([O-:22])=[O:21])[CH:17]=[CH:16][C:7]=1[C:8]([NH:10][C@@H:11]([CH3:15])[C:12]([OH:14])=[O:13])=[O:9])([O-])=O.C1OCCOCCOCCOCCOCCOC1. Product: [F:1][C:6]1[CH:19]=[C:18]([N+:20]([O-:22])=[O:21])[CH:17]=[CH:16][C:7]=1[C:8]([NH:10][C@@H:11]([CH3:15])[C:12]([OH:14])=[O:13])=[O:9]. The catalyst class is: 16. (3) Reactant: Cl[C:2]1[C:7]([CH2:8][NH:9][C:10]2[C:15]([F:16])=[C:14]([O:17][CH3:18])[CH:13]=[C:12]([O:19][CH3:20])[C:11]=2[F:21])=[CH:6][N:5]=[C:4]2[NH:22][CH:23]=[CH:24][C:3]=12.[CH:25]1([NH2:28])[CH2:27][CH2:26]1.C1C=CC(P(C2C=CC3C(=CC=CC=3)C=2C2C3C(=CC=CC=3)C=CC=2P(C2C=CC=CC=2)C2C=CC=CC=2)C2C=CC=CC=2)=CC=1.C(=O)([O-])[O-].[Cs+].[Cs+]. Product: [CH:25]1([NH:28][C:2]2[C:3]3[CH:24]=[CH:23][NH:22][C:4]=3[N:5]=[CH:6][C:7]=2[CH2:8][NH:9][C:10]2[C:15]([F:16])=[C:14]([O:17][CH3:18])[CH:13]=[C:12]([O:19][CH3:20])[C:11]=2[F:21])[CH2:27][CH2:26]1. The catalyst class is: 160. (4) Reactant: O[CH:2]1[C:10]2[C:5](=[CH:6][CH:7]=[C:8]([C:11]#[N:12])[CH:9]=2)[CH2:4][C:3]1([CH3:14])[CH3:13].C1C=CC(P([N:29]=[N+:30]=[N-:31])(C2C=CC=CC=2)=O)=CC=1.C1CCN2C(=NCCC2)CC1. Product: [N:29]([CH:2]1[C:10]2[C:5](=[CH:6][CH:7]=[C:8]([C:11]#[N:12])[CH:9]=2)[CH2:4][C:3]1([CH3:14])[CH3:13])=[N+:30]=[N-:31]. The catalyst class is: 11. (5) Reactant: [H-].[Na+].[CH:3]1([C:9]2[C:17]3[C:12](=[CH:13][C:14]([C:18]#[N:19])=[CH:15][CH:16]=3)[NH:11][C:10]=2[C:20]2[CH:25]=[CH:24][CH:23]=[CH:22][CH:21]=2)[CH2:8][CH2:7][CH2:6][CH2:5][CH2:4]1.Br[CH2:27][C:28]([O:30][C:31]([CH3:34])([CH3:33])[CH3:32])=[O:29]. Product: [C:18]([C:14]1[CH:13]=[C:12]2[C:17]([C:9]([CH:3]3[CH2:4][CH2:5][CH2:6][CH2:7][CH2:8]3)=[C:10]([C:20]3[CH:25]=[CH:24][CH:23]=[CH:22][CH:21]=3)[N:11]2[CH2:27][C:28]([O:30][C:31]([CH3:34])([CH3:33])[CH3:32])=[O:29])=[CH:16][CH:15]=1)#[N:19]. The catalyst class is: 861. (6) Reactant: [Cl:1][C:2]1[CH:31]=[C:30]([O:32][CH2:33][CH2:34][OH:35])[CH:29]=[CH:28][C:3]=1[C:4]([N:6]1[C:12]2[CH:13]=[CH:14][CH:15]=[CH:16][C:11]=2[CH2:10][N:9]([CH2:17][C:18]([NH:20][NH:21][C:22](=O)[CH:23]([CH3:25])[CH3:24])=[O:19])[C:8](=[O:27])[CH2:7]1)=[O:5].N1C=CC=CC=1.[C:42](Cl)(=[O:44])[CH3:43]. Product: [C:42]([O:35][CH2:34][CH2:33][O:32][C:30]1[CH:29]=[CH:28][C:3]([C:4]([N:6]2[C:12]3[CH:13]=[CH:14][CH:15]=[CH:16][C:11]=3[CH2:10][N:9]([CH2:17][C:18]([NH:20][NH:21][CH2:22][CH:23]([CH3:24])[CH3:25])=[O:19])[C:8](=[O:27])[CH2:7]2)=[O:5])=[C:2]([Cl:1])[CH:31]=1)(=[O:44])[CH3:43]. The catalyst class is: 7. (7) Product: [Cl:32][C:26]1[N:25]=[C:24]([NH:23][NH:22][C:20](=[O:21])[C@H:7]([CH2:6][CH:1]2[CH2:2][CH2:3][CH2:4][CH2:5]2)[CH2:8][N:9]([O:12][CH2:13][C:14]2[CH:19]=[CH:18][CH:17]=[CH:16][CH:15]=2)[CH:10]=[O:11])[C:29]([F:30])=[C:28]([N:33]2[CH2:37][CH2:36][CH2:35][C@H:34]2[CH2:38][N:39]2[C:43]3[N:44]=[CH:45][N:46]=[CH:47][C:42]=3[N:41]=[N:40]2)[N:27]=1. Reactant: [CH:1]1([CH2:6][C@@H:7]([C:20]([NH:22][NH:23][C:24]2[C:29]([F:30])=[C:28](Cl)[N:27]=[C:26]([Cl:32])[N:25]=2)=[O:21])[CH2:8][N:9]([O:12][CH2:13][C:14]2[CH:19]=[CH:18][CH:17]=[CH:16][CH:15]=2)[CH:10]=[O:11])[CH2:5][CH2:4][CH2:3][CH2:2]1.[NH:33]1[CH2:37][CH2:36][CH2:35][C@H:34]1[CH2:38][N:39]1[C:43]2[N:44]=[CH:45][N:46]=[CH:47][C:42]=2[N:41]=[N:40]1.CCN(C(C)C)C(C)C. The catalyst class is: 16.